From a dataset of NCI-60 drug combinations with 297,098 pairs across 59 cell lines. Regression. Given two drug SMILES strings and cell line genomic features, predict the synergy score measuring deviation from expected non-interaction effect. (1) Drug 1: CNC(=O)C1=CC=CC=C1SC2=CC3=C(C=C2)C(=NN3)C=CC4=CC=CC=N4. Drug 2: CC1=C(C(=O)C2=C(C1=O)N3CC4C(C3(C2COC(=O)N)OC)N4)N. Synergy scores: CSS=54.0, Synergy_ZIP=-3.45, Synergy_Bliss=-9.48, Synergy_Loewe=-25.9, Synergy_HSA=-8.41. Cell line: CCRF-CEM. (2) Synergy scores: CSS=13.4, Synergy_ZIP=-2.72, Synergy_Bliss=2.04, Synergy_Loewe=1.06, Synergy_HSA=1.99. Cell line: NCIH23. Drug 1: COC1=C(C=C2C(=C1)N=CN=C2NC3=CC(=C(C=C3)F)Cl)OCCCN4CCOCC4. Drug 2: CC12CCC3C(C1CCC2O)C(CC4=C3C=CC(=C4)O)CCCCCCCCCS(=O)CCCC(C(F)(F)F)(F)F.